Predict which catalyst facilitates the given reaction. From a dataset of Catalyst prediction with 721,799 reactions and 888 catalyst types from USPTO. (1) Reactant: C[O:2][C:3](=[O:39])[CH2:4][CH2:5][NH:6][C:7](=[O:38])[C:8]1[CH:13]=[CH:12][C:11]([O:14][CH:15]([C:22]2[CH:27]=[CH:26][C:25]([C:28]3[CH:33]=[CH:32][C:31]([CH:34]([CH3:36])[CH3:35])=[CH:30][CH:29]=3)=[C:24]([CH3:37])[CH:23]=2)[CH2:16][CH2:17][CH2:18][CH:19]([CH3:21])[CH3:20])=[CH:10][CH:9]=1.[OH-].[Na+].Cl. Product: [CH:34]([C:31]1[CH:30]=[CH:29][C:28]([C:25]2[CH:26]=[CH:27][C:22]([CH:15]([O:14][C:11]3[CH:10]=[CH:9][C:8]([C:7]([NH:6][CH2:5][CH2:4][C:3]([OH:39])=[O:2])=[O:38])=[CH:13][CH:12]=3)[CH2:16][CH2:17][CH2:18][CH:19]([CH3:21])[CH3:20])=[CH:23][C:24]=2[CH3:37])=[CH:33][CH:32]=1)([CH3:35])[CH3:36]. The catalyst class is: 1. (2) Reactant: Cl.Cl.[NH2:3][C:4]1[N:9]=[CH:8][N:7]=[C:6]2[N:10]([CH:16]([C:18]3[C:19]([O:31][CH3:32])=[C:20]([CH:27]4[CH2:30][NH:29][CH2:28]4)[C:21]([CH3:26])=[C:22]([CH:25]=3)[C:23]#[N:24])[CH3:17])[N:11]=[C:12]([CH:13]([F:15])[F:14])[C:5]=12.C(N(CC)CC)C.FC(F)(F)S(O[CH2:46][C:47]([F:50])([F:49])[F:48])(=O)=O. Product: [NH2:3][C:4]1[N:9]=[CH:8][N:7]=[C:6]2[N:10]([CH:16]([C:18]3[C:19]([O:31][CH3:32])=[C:20]([CH:27]4[CH2:30][N:29]([CH2:46][C:47]([F:50])([F:49])[F:48])[CH2:28]4)[C:21]([CH3:26])=[C:22]([CH:25]=3)[C:23]#[N:24])[CH3:17])[N:11]=[C:12]([CH:13]([F:14])[F:15])[C:5]=12. The catalyst class is: 2. (3) Reactant: [CH2:1]([N:4]1[C:12]2[C:11](=[O:13])[NH:10][CH:9]=[N:8][C:7]=2[CH:6]=[CH:5]1)[CH:2]=[CH2:3].[O:14]1[C:16]2([CH2:21][CH2:20][N:19]([C:22]([O:24][C:25]([CH3:28])([CH3:27])[CH3:26])=[O:23])[CH2:18][CH2:17]2)[CH2:15]1.C(=O)([O-])[O-].[Cs+].[Cs+].CN(C=O)C. Product: [CH2:1]([N:4]1[C:12]2[C:11](=[O:13])[N:10]([CH2:15][C:16]3([OH:14])[CH2:17][CH2:18][N:19]([C:22]([O:24][C:25]([CH3:28])([CH3:27])[CH3:26])=[O:23])[CH2:20][CH2:21]3)[CH:9]=[N:8][C:7]=2[CH:6]=[CH:5]1)[CH:2]=[CH2:3]. The catalyst class is: 6.